Dataset: Experimentally validated miRNA-target interactions with 360,000+ pairs, plus equal number of negative samples. Task: Binary Classification. Given a miRNA mature sequence and a target amino acid sequence, predict their likelihood of interaction. (1) The miRNA is hsa-miR-4431 with sequence GCGACUCUGAAAACUAGAAGGU. The protein sequence of the target gene is MKRVRTEQIQMAVSCYLKRRQYVDSDGPLKQGLRLSQTAEEMAANLTVQSESGCANIVSAAPCQAEPQQYEVQFGRLRNFLTDSDSQHSHEVMPLLYPLFVYLHLNLVQNSPKSTVESFYSRFHGMFLQNASQKDVIEQLQTTQTIQDILSNFKLRAFLDNKYVVRLQEDSYNYLIRYLQSDNNTALCKVLTLHIHLDVQPAKRTDYQLYASGSSSRSENNGLEPPDMPSPILQNEAALEVLQESIKRVKDGPPSLTTICFYAFYNTEQLLNTAEISPDSKLLAAGFDNSCIKLWSLRSK.... Result: 0 (no interaction). (2) The miRNA is hsa-miR-3129-3p with sequence AAACUAAUCUCUACACUGCUGC. The protein sequence of the target gene is MLQACKMEGFSLTAPPSDDLVTYDSELYQRPMHDYYSFVGSDGESHSDHYWDFSAHHVHNNEFENFPENHFTELQSVQPPQLQQLYRHMELEQMHVLDTPMVPPHTGLSHQVSYMPRMCFPYQTLSPAHQQSSDEEEGERQSPPLEVSDGEADGLEPGPGLLHGETGSKKKIRLYQFLLDLLRSGDMKDSIWWVDKDKGTFQFSSKHKEALAHRWGIQKGNRKKMTYQKMARALRNYGKTGEVKKVKKKLTYQFSGEVLGRGGLAERRLPPH. Result: 0 (no interaction). (3) The miRNA is hsa-miR-30d-5p with sequence UGUAAACAUCCCCGACUGGAAG. The protein sequence of the target gene is MGGLEKKKYERGSATNYITRNKARKKLQLSLADFRRLCILKGIYPHEPKHKKKVNKGSTAARTFYLIKDIRFLLHEPIVNKFREYKVFVRKLRKAYGKSEWNTVERLKDNKPNYKLDHIIKERYPTFIDALRDLDDALSMCFLFSTFPRTGKCHVQTIQLCRRLTVEFMHYIIAARALRKVFLSIKGIYYQAEVLGQPIVWITPYAFSHDHPTDVDYRVMATFTEFYTTLLGFVNFRLYQLLNLHYPPKLEGQAQAEAKAGEGTYALDSESCMEKLAALSASLARVVVPATEEEAEVDEF.... Result: 0 (no interaction). (4) The miRNA is hsa-miR-8058 with sequence CUGGACUUUGAUCUUGCCAUAA. The protein sequence of the target gene is MGGAVSAGEDNDDLIDNLKEAQYIRTERVEQAFRAIDRGDYYLEGYRDNAYKDLAWKHGNIHLSAPCIYSEVMEALKLQPGLSFLNLGSGTGYLSTMVGLILGPFGINHGIELHSDVVEYAKEKLESFIKNSDSFDKFEFCEPAFVVGNCLQIASDSHQYDRIYCGAGVQKDHENYMKILLKVGGILVMPIEDQLTQIMRTGQNTWESKNILAVSFAPLVQPSKNDNGTPDSVGLPPCAVRNLQDLARIYIRRTLRNFINDEMQAKGIPQRAPPKRKRKRVKQRINTYVFVGNQLIPQPL.... Result: 0 (no interaction).